Dataset: Forward reaction prediction with 1.9M reactions from USPTO patents (1976-2016). Task: Predict the product of the given reaction. (1) The product is: [CH3:1][N:2]([CH2:4][CH2:5][C:6]1[C:10]2[CH:11]=[C:12]([CH2:15][S:16]([N:19]3[CH2:23][CH2:22][CH2:21][CH2:20]3)(=[O:18])=[O:17])[CH:13]=[CH:14][C:9]=2[NH:8][CH:7]=1)[CH3:3].[C:24]([O-:29])(=[O:28])[C:25]([O-:27])=[O:26]. Given the reactants [CH3:1][N:2]([CH2:4][CH2:5][C:6]1[C:10]2[CH:11]=[C:12]([CH2:15][S:16]([N:19]3[CH2:23][CH2:22][CH2:21][CH2:20]3)(=[O:18])=[O:17])[CH:13]=[CH:14][C:9]=2[NH:8][CH:7]=1)[CH3:3].[C:24]([OH:29])(=[O:28])[C:25]([OH:27])=[O:26], predict the reaction product. (2) Given the reactants C[O:2][C:3](=[O:16])[CH2:4][O:5][C:6]1[CH:11]=[C:10]([O:12][CH3:13])[C:9]([SH:14])=[CH:8][C:7]=1[CH3:15].Br[C:18]1[CH:23]=[CH:22][C:21]([Cl:24])=[CH:20][C:19]=1[Cl:25], predict the reaction product. The product is: [Cl:25][C:19]1[CH:20]=[C:21]([Cl:24])[CH:22]=[CH:23][C:18]=1[C:10]1[CH:9]=[CH:8][C:7]([CH2:15][S:14][C:9]2[C:10]([O:12][CH3:13])=[CH:11][C:6]([O:5][CH2:4][C:3]([OH:2])=[O:16])=[C:7]([CH3:15])[CH:8]=2)=[CH:6][CH:11]=1. (3) Given the reactants Cl.[CH2:2]([NH:9][OH:10])[C:3]1[CH:8]=[CH:7][CH:6]=[CH:5][CH:4]=1.[C:11](=O)(O)[O-:12].[K+].C(OCC(F)(F)F)=O, predict the reaction product. The product is: [CH2:2]([N:9]([OH:10])[CH:11]=[O:12])[C:3]1[CH:8]=[CH:7][CH:6]=[CH:5][CH:4]=1. (4) Given the reactants Cl[CH2:2][C:3]([NH:5][C:6]1[CH:11]=[CH:10][C:9]([C:12]2[CH:17]=[N:16][CH:15]=[C:14]3[S:18][C:19]([C:21]([NH2:23])=[O:22])=[CH:20][C:13]=23)=[CH:8][CH:7]=1)=[O:4].[NH:24]1[CH:28]=[CH:27][CH:26]=[N:25]1.C(=O)([O-])[O-].[Cs+].[Cs+], predict the reaction product. The product is: [N:24]1([CH2:2][C:3]([NH:5][C:6]2[CH:11]=[CH:10][C:9]([C:12]3[CH:17]=[N:16][CH:15]=[C:14]4[S:18][C:19]([C:21]([NH2:23])=[O:22])=[CH:20][C:13]=34)=[CH:8][CH:7]=2)=[O:4])[CH:28]=[CH:27][CH:26]=[N:25]1. (5) Given the reactants [Cl:1][C:2]1[CH:7]=[C:6]([Cl:8])[CH:5]=[CH:4][C:3]=1[CH2:9][S:10]([C:13]1[CH:18]=[CH:17][CH:16]=[CH:15][CH:14]=1)(=[O:12])=[O:11].C(NC(C)C)(C)C.[Li]CCCC.C=O.N1C=CC=CC=1.[CH3:39][C:40]([O:42][C:43](C)=O)=[O:41], predict the reaction product. The product is: [C:40]([O:42][CH2:43][CH:9]([C:3]1[CH:4]=[CH:5][C:6]([Cl:8])=[CH:7][C:2]=1[Cl:1])[S:10]([C:13]1[CH:14]=[CH:15][CH:16]=[CH:17][CH:18]=1)(=[O:12])=[O:11])(=[O:41])[CH3:39]. (6) The product is: [ClH:33].[NH:27]1[CH2:28][CH2:29][N:25]=[C:26]1[C:16]1[C:15]2[C:10](=[CH:11][CH:12]=[C:13]([O:17][C:18]([F:21])([F:19])[F:20])[CH:14]=2)[NH:9][C:8]=1[C:5]1[CH:4]=[CH:3][C:2]([CH3:1])=[CH:7][CH:6]=1. Given the reactants [CH3:1][C:2]1[CH:7]=[CH:6][C:5]([C:8]2[NH:9][C:10]3[C:15]([CH:16]=2)=[CH:14][C:13]([O:17][C:18]([F:21])([F:20])[F:19])=[CH:12][CH:11]=3)=[CH:4][CH:3]=1.C([N:25]1[CH2:29][C:28](=O)[N:27]=[CH:26]1)(=O)C.P(Cl)(Cl)([Cl:33])=O, predict the reaction product. (7) Given the reactants [Cl:1][C:2]1[CH:3]=[C:4]([C:11]2[CH:16]=[C:15]([Cl:17])[CH:14]=[CH:13][C:12]=2[O:18][CH2:19][C:20]([O:22]C(C)(C)C)=[O:21])[CH:5]=[CH:6][C:7]=1[S:8]([CH3:10])=[O:9], predict the reaction product. The product is: [Cl:1][C:2]1[CH:3]=[C:4]([C:11]2[CH:16]=[C:15]([Cl:17])[CH:14]=[CH:13][C:12]=2[O:18][CH2:19][C:20]([OH:22])=[O:21])[CH:5]=[CH:6][C:7]=1[S:8]([CH3:10])=[O:9].